From a dataset of Catalyst prediction with 721,799 reactions and 888 catalyst types from USPTO. Predict which catalyst facilitates the given reaction. (1) Reactant: [CH3:1][S:2][C:3]1[CH:8]=[CH:7][C:6](B(O)O)=[CH:5][CH:4]=1.Br[C:13]1[CH:18]=[CH:17][C:16]([O:19][CH2:20][CH:21]2[CH2:26][CH2:25][N:24]([C:27]([O:29][CH:30]([CH3:32])[CH3:31])=[O:28])[CH2:23][CH2:22]2)=[CH:15][CH:14]=1.C([O-])([O-])=O.[Na+].[Na+]. Product: [CH3:1][S:2][C:3]1[CH:8]=[CH:7][C:6]([C:13]2[CH:14]=[CH:15][C:16]([O:19][CH2:20][CH:21]3[CH2:22][CH2:23][N:24]([C:27]([O:29][CH:30]([CH3:32])[CH3:31])=[O:28])[CH2:25][CH2:26]3)=[CH:17][CH:18]=2)=[CH:5][CH:4]=1. The catalyst class is: 276. (2) Reactant: Br[C:2]1[CH:3]=[CH:4][C:5]2[N:11]([CH2:12][C:13]3[CH:18]=[CH:17][C:16]([O:19][CH3:20])=[CH:15][C:14]=3[O:21][CH3:22])[C:10](=[O:23])[C@@H:9]([CH2:24][C:25]([O:27][CH2:28][CH3:29])=[O:26])[O:8][C@H:7]([C:30]3[CH:35]=[CH:34][CH:33]=[C:32]([O:36][CH3:37])[C:31]=3[O:38][CH3:39])[C:6]=2[CH:40]=1.[CH2:41](B(O)O)[CH3:42].P([O-])([O-])([O-])=O.[K+].[K+].[K+]. The catalyst class is: 439. Product: [CH3:22][O:21][C:14]1[CH:15]=[C:16]([O:19][CH3:20])[CH:17]=[CH:18][C:13]=1[CH2:12][N:11]1[C:5]2[CH:4]=[CH:3][C:2]([CH2:41][CH3:42])=[CH:40][C:6]=2[C@@H:7]([C:30]2[CH:35]=[CH:34][CH:33]=[C:32]([O:36][CH3:37])[C:31]=2[O:38][CH3:39])[O:8][C@H:9]([CH2:24][C:25]([O:27][CH2:28][CH3:29])=[O:26])[C:10]1=[O:23].